This data is from Reaction yield outcomes from USPTO patents with 853,638 reactions. The task is: Predict the reaction yield, written as a fraction of the theoretical maximum amount of product (1.0 means a 100% yield; for example, 0.34 means a 34% yield). (1) The reactants are [C:1]([CH2:4][C:5](=[O:7])[CH3:6])(=[O:3])[CH3:2].C([N:10]([CH2:13][CH3:14])CC)C. The catalyst is CCO. The product is [CH3:2][C:1]1[O:3][N:10]=[C:13]([C:14]2[CH:6]=[CH:5][CH:4]=[CH:1][CH:2]=2)[C:4]=1[C:5](=[O:7])[CH3:6]. The yield is 0.650. (2) The reactants are Br[C:2]1[C:3]2[C:8]([CH:9]=[C:10]3[C:15]=1[CH:14]=[CH:13][CH:12]=[CH:11]3)=[CH:7][CH:6]=[CH:5][CH:4]=2.[C:16]1(B(O)O)[CH:21]=[CH:20][CH:19]=[CH:18][CH:17]=1.C(=O)([O-])[O-].[K+].[K+]. The catalyst is C1(C)C=CC=CC=1P(C1C=CC=CC=1C)C1C=CC=CC=1C.COCCOC. The product is [C:16]1([C:2]2[C:3]3[C:8]([CH:9]=[C:10]4[C:15]=2[CH:14]=[CH:13][CH:12]=[CH:11]4)=[CH:7][CH:6]=[CH:5][CH:4]=3)[CH:21]=[CH:20][CH:19]=[CH:18][CH:17]=1. The yield is 0.850. (3) The product is [Br:3][C:4]1[CH:12]=[CH:11][CH:10]=[C:9]2[C:5]=1[CH:6]=[CH:7][N:8]2[CH2:14][CH2:15][CH2:16][CH2:17][CH3:18]. The yield is 0.980. The catalyst is CN(C)C=O. The reactants are [H-].[Na+].[Br:3][C:4]1[CH:12]=[CH:11][CH:10]=[C:9]2[C:5]=1[CH:6]=[CH:7][NH:8]2.Br[CH2:14][CH2:15][CH2:16][CH2:17][CH3:18]. (4) The reactants are [S:1]1[CH:5]=[CH:4][C:3]([CH2:6][C:7]([OH:9])=O)=[CH:2]1.C(Cl)(=O)C(Cl)=O.[NH2:16][C:17](=[N:23]O)[C:18]([O:20][CH2:21][CH3:22])=[O:19].C(N(CC)C(C)C)(C)C. The catalyst is ClCCl.N1C=CC=CC=1.CN(C=O)C. The product is [S:1]1[CH:5]=[CH:4][C:3]([CH2:6][C:7]2[O:9][N:23]=[C:17]([C:18]([O:20][CH2:21][CH3:22])=[O:19])[N:16]=2)=[CH:2]1. The yield is 0.380. (5) The reactants are [CH2:1]([O:8][C:9]1[CH:10]=[CH:11][C:12]2[N:13]([N:16]=[CH:17][C:18]=2[C:19]([O:21][CH3:22])=[O:20])[C:14]=1Br)[C:2]1[CH:7]=[CH:6][CH:5]=[CH:4][CH:3]=1.[CH3:23][O:24][CH2:25][B-](F)(F)F.[K+].C(=O)([O-])[O-].[Cs+].[Cs+]. The catalyst is CC(OC1C=CC=C(OC(C)C)C=1C1C(P(C2CCCCC2)C2CCCCC2)=CC=CC=1)C.[Pd].COC1C=CC=C(OC)C=1C1C=CC=CC=1P(C1CCCCC1)C1CCCCC1.[Pd]. The product is [CH2:1]([O:8][C:9]1[CH:10]=[CH:11][C:12]2[N:13]([N:16]=[CH:17][C:18]=2[C:19]([O:21][CH3:22])=[O:20])[C:14]=1[CH2:23][O:24][CH3:25])[C:2]1[CH:7]=[CH:6][CH:5]=[CH:4][CH:3]=1. The yield is 0.190. (6) The reactants are [Cl:1][C:2]1[CH:3]=[C:4]([C:12]([NH:14][C@@H:15]([CH2:21][C:22]2[CH:27]=[CH:26][C:25]([C:28]3[N:29]=[C:30]4[C:35]([CH3:36])=[CH:34][CH:33]=[CH:32][N:31]4[CH:37]=3)=[CH:24][CH:23]=2)[CH2:16][CH2:17][C:18]([OH:20])=O)=[O:13])[CH:5]=[CH:6][C:7]=1[O:8][CH:9]([CH3:11])[CH3:10].C([N:40](CC)CC)C.ClC(OCC)=O. The catalyst is C1COCC1. The product is [NH2:40][C:18](=[O:20])[CH2:17][CH2:16][C@@H:15]([NH:14][C:12](=[O:13])[C:4]1[CH:5]=[CH:6][C:7]([O:8][CH:9]([CH3:10])[CH3:11])=[C:2]([Cl:1])[CH:3]=1)[CH2:21][C:22]1[CH:23]=[CH:24][C:25]([C:28]2[N:29]=[C:30]3[C:35]([CH3:36])=[CH:34][CH:33]=[CH:32][N:31]3[CH:37]=2)=[CH:26][CH:27]=1. The yield is 0.900.